Dataset: Catalyst prediction with 721,799 reactions and 888 catalyst types from USPTO. Task: Predict which catalyst facilitates the given reaction. (1) Reactant: [C:1](OC(=O)C)(=[O:3])[CH3:2].[CH3:8][O:9][C:10]1[CH:11]=[C:12]([CH:14]=[CH:15][CH:16]=1)[NH2:13]. Product: [CH3:2][C:1]([NH:13][C:12]1[CH:14]=[CH:15][CH:16]=[C:10]([O:9][CH3:8])[CH:11]=1)=[O:3]. The catalyst class is: 86. (2) Reactant: [CH3:1][O:2][C:3](=[O:12])[C:4]1[CH:9]=[C:8]([Cl:10])[N:7]=[C:6](Cl)[CH:5]=1.C1(P(C2C=CC=CC=2)C2C=CC=CC=2)C=CC=CC=1.C([Sn](CCCC)(CCCC)[C:37]([O:39][CH2:40][CH3:41])=[CH2:38])CCC. Product: [CH3:1][O:2][C:3](=[O:12])[C:4]1[CH:5]=[C:6]([C:37]([O:39][CH2:40][CH3:41])=[CH2:38])[N:7]=[C:8]([Cl:10])[CH:9]=1. The catalyst class is: 206.